Dataset: Full USPTO retrosynthesis dataset with 1.9M reactions from patents (1976-2016). Task: Predict the reactants needed to synthesize the given product. Given the product [C:15]1([C@@H:7]2[CH2:8][CH2:9][N:24]([CH2:21][CH2:22][CH3:23])[CH2:6]2)[CH:20]=[CH:19][CH:18]=[CH:17][CH:16]=1, predict the reactants needed to synthesize it. The reactants are: CS(O[CH2:6][C@H:7]([C:15]1[CH:20]=[CH:19][CH:18]=[CH:17][CH:16]=1)[CH2:8][CH2:9]OS(C)(=O)=O)(=O)=O.[CH2:21]([NH2:24])[CH2:22][CH3:23].